This data is from Forward reaction prediction with 1.9M reactions from USPTO patents (1976-2016). The task is: Predict the product of the given reaction. Given the reactants [NH2:1][C:2]1[CH:13]=[CH:12][C:5]2[O:6][C:7]([C:9](=[O:11])[CH3:10])=[CH:8][C:4]=2[CH:3]=1.Cl[C:15]1[C:16](=[O:34])[N:17]([CH2:27][C:28]2[CH:29]=[N:30][CH:31]=[CH:32][CH:33]=2)[C:18](=[O:26])[C:19]=1[C:20]1[CH:25]=[CH:24][CH:23]=[CH:22][CH:21]=1.O, predict the reaction product. The product is: [C:9]([C:7]1[O:6][C:5]2[CH:12]=[CH:13][C:2]([NH:1][C:15]3[C:16](=[O:34])[N:17]([CH2:27][C:28]4[CH:29]=[N:30][CH:31]=[CH:32][CH:33]=4)[C:18](=[O:26])[C:19]=3[C:20]3[CH:21]=[CH:22][CH:23]=[CH:24][CH:25]=3)=[CH:3][C:4]=2[CH:8]=1)(=[O:11])[CH3:10].